This data is from Catalyst prediction with 721,799 reactions and 888 catalyst types from USPTO. The task is: Predict which catalyst facilitates the given reaction. Reactant: [CH3:1][C:2]1[CH:6]=[C:5]([CH3:7])[NH:4][N:3]=1.[H-].[Na+].[Cl:10][C:11]1[CH:12]=[C:13]([NH:18][C:19]2[N:24]=[C:23](S(C)(=O)=O)[C:22]([C:29]3[CH:30]=[N:31][CH:32]=[N:33][CH:34]=3)=[CH:21][N:20]=2)[CH:14]=[CH:15][C:16]=1[F:17].O. Product: [Cl:10][C:11]1[CH:12]=[C:13]([NH:18][C:19]2[N:24]=[C:23]([N:3]3[C:2]([CH3:1])=[CH:6][C:5]([CH3:7])=[N:4]3)[C:22]([C:29]3[CH:30]=[N:31][CH:32]=[N:33][CH:34]=3)=[CH:21][N:20]=2)[CH:14]=[CH:15][C:16]=1[F:17]. The catalyst class is: 3.